Dataset: Reaction yield outcomes from USPTO patents with 853,638 reactions. Task: Predict the reaction yield, written as a fraction of the theoretical maximum amount of product (1.0 means a 100% yield; for example, 0.34 means a 34% yield). The reactants are [CH2:1]([N:8]1[CH2:14][C:13]2[N:15]=[CH:16][C:17](Cl)=[N:18][C:12]=2[O:11][C@@H:10]([CH3:20])[CH2:9]1)[C:2]1[CH:7]=[CH:6][CH:5]=[CH:4][CH:3]=1.[CH3:21][C@@H:22]1[CH2:27][O:26][CH2:25][CH2:24][NH:23]1.CC(C1C=C(C(C)C)C(C2C=CC=CC=2P(C2CCCCC2)C2CCCCC2)=C(C(C)C)C=1)C.CC(C)([O-])C.[Na+]. The catalyst is C1(C)C=CC=CC=1.C1C=CC(/C=C/C(/C=C/C2C=CC=CC=2)=O)=CC=1.C1C=CC(/C=C/C(/C=C/C2C=CC=CC=2)=O)=CC=1.C1C=CC(/C=C/C(/C=C/C2C=CC=CC=2)=O)=CC=1.[Pd].[Pd].O. The product is [CH2:1]([N:8]1[CH2:14][C:13]2[N:15]=[CH:16][C:17]([N:23]3[CH2:24][CH2:25][O:26][CH2:27][C@H:22]3[CH3:21])=[N:18][C:12]=2[O:11][C@@H:10]([CH3:20])[CH2:9]1)[C:2]1[CH:7]=[CH:6][CH:5]=[CH:4][CH:3]=1. The yield is 0.610.